Dataset: Reaction yield outcomes from USPTO patents with 853,638 reactions. Task: Predict the reaction yield, written as a fraction of the theoretical maximum amount of product (1.0 means a 100% yield; for example, 0.34 means a 34% yield). (1) The reactants are C([S:20][CH2:21][CH2:22][CH2:23][S:24][CH2:25][CH2:26][CH2:27][S:28][CH2:29][CH2:30][O:31][CH2:32][CH2:33][O:34][CH2:35][CH2:36][S:37][CH2:38][CH2:39][CH2:40][S:41][CH2:42][CH2:43][CH2:44][S:45]C(C1C=CC=CC=1)(C1C=CC=CC=1)C1C=CC=CC=1)(C1C=CC=CC=1)(C1C=CC=CC=1)C1C=CC=CC=1. The catalyst is FC(F)(F)C(O)=O.C(Cl)Cl. The product is [SH:45][CH2:44][CH2:43][CH2:42][S:41][CH2:40][CH2:39][CH2:38][S:37][CH2:36][CH2:35][O:34][CH2:33][CH2:32][O:31][CH2:30][CH2:29][S:28][CH2:27][CH2:26][CH2:25][S:24][CH2:23][CH2:22][CH2:21][SH:20]. The yield is 0.580. (2) The reactants are [S:1]1[C:5]2[CH:6]=[CH:7][CH:8]=[CH:9][C:4]=2[CH:3]=[C:2]1B(O)O.I[C:14]1[CH:19]=[CH:18][CH:17]=[CH:16][CH:15]=1.C(=O)([O-])[O-].[Na+].[Na+]. The catalyst is C(O)C.C1(C)C=CC=CC=1.O.C1(P(C2C=CC=CC=2)C2C=CC=CC=2)C=CC=CC=1.C1(P(C2C=CC=CC=2)C2C=CC=CC=2)C=CC=CC=1.C1(P(C2C=CC=CC=2)C2C=CC=CC=2)C=CC=CC=1.C1(P(C2C=CC=CC=2)C2C=CC=CC=2)C=CC=CC=1.[Pd]. The product is [C:14]1([C:2]2[S:1][C:5]3[CH:6]=[CH:7][CH:8]=[CH:9][C:4]=3[CH:3]=2)[CH:19]=[CH:18][CH:17]=[CH:16][CH:15]=1. The yield is 0.600. (3) The reactants are [Si]([O:8][C@@H:9]1[C@@:36]2([CH3:37])[C:13](=[CH:14][CH:15]=[C:16]3[C@@H:35]2[CH2:34][CH2:33][C@@:32]2([CH3:38])[C@H:17]3[CH2:18][CH:19]=[C:20]2[C@@H:21]([S:23][CH2:24][C@@H:25]([OH:31])[CH:26]([CH2:29][CH3:30])[CH2:27][CH3:28])[CH3:22])[CH2:12][C@@H:11]([O:39][Si](C(C)(C)C)(C)C)[CH2:10]1)(C(C)(C)C)(C)C.[F-].C([N+](CCCC)(CCCC)CCCC)CCC. The catalyst is O1CCCC1. The product is [OH:8][C@@H:9]1[C@@:36]2([CH3:37])[C:13](=[CH:14][CH:15]=[C:16]3[C@@H:35]2[CH2:34][CH2:33][C@@:32]2([CH3:38])[C@H:17]3[CH2:18][CH:19]=[C:20]2[C@@H:21]([S:23][CH2:24][C@@H:25]([OH:31])[CH:26]([CH2:27][CH3:28])[CH2:29][CH3:30])[CH3:22])[CH2:12][C@@H:11]([OH:39])[CH2:10]1. The yield is 0.960. (4) The reactants are [Br:1][C:2]1[CH:3]=[C:4]([NH:9]C(=O)C)[C:5]([CH3:8])=[N:6][CH:7]=1.C([O-])(=O)C.[K+].C(O)(=O)C.C(OC(=O)C)(=O)C.C(O[N:35]=O)CC(C)C.C(=O)(O)[O-].[Na+]. The catalyst is C(Cl)(Cl)Cl. The product is [Br:1][C:2]1[CH:3]=[C:4]2[NH:9][N:35]=[CH:8][C:5]2=[N:6][CH:7]=1. The yield is 0.770. (5) The reactants are [SH:1][C:2]1[O:3][C:4]2[CH:10]=[C:9]([C:11]([O:13][CH3:14])=[O:12])[CH:8]=[CH:7][C:5]=2[N:6]=1.[C:15]([O-])([O-])=O.[K+].[K+].CI. The catalyst is CN(C=O)C.O. The product is [CH3:15][S:1][C:2]1[O:3][C:4]2[CH:10]=[C:9]([C:11]([O:13][CH3:14])=[O:12])[CH:8]=[CH:7][C:5]=2[N:6]=1. The yield is 0.800. (6) The reactants are [Cl:1][C:2]1[CH:10]=[CH:9][C:5]([C:6]([OH:8])=O)=[CH:4][CH:3]=1.[CH2:11]([O:13][C:14](=[O:33])[CH2:15][CH2:16][C:17]1[CH:22]=[CH:21][CH:20]=[C:19]([N:23]2[C:27]([NH2:28])=[CH:26][C:25]([C:29]([CH3:32])([CH3:31])[CH3:30])=[N:24]2)[CH:18]=1)[CH3:12]. The catalyst is O=S(Cl)Cl.C(Cl)Cl. The product is [CH2:11]([O:13][C:14](=[O:33])[CH2:15][CH2:16][C:17]1[CH:22]=[CH:21][CH:20]=[C:19]([N:23]2[C:27]([NH:28][C:6](=[O:8])[C:5]3[CH:4]=[CH:3][C:2]([Cl:1])=[CH:10][CH:9]=3)=[CH:26][C:25]([C:29]([CH3:32])([CH3:31])[CH3:30])=[N:24]2)[CH:18]=1)[CH3:12]. The yield is 0.640. (7) The reactants are Cl.[CH3:2][N:3]([CH3:11])[C:4](=[O:10])[CH2:5][CH2:6][C:7](O)=[O:8].[CH2:12]([C@H:19]1[CH2:23][NH:22][C@H:21]([C:24]([NH:26][C:27]2[CH:32]=[CH:31][C:30]([O:33][C:34]3[CH:39]=[CH:38][C:37]([F:40])=[CH:36][CH:35]=3)=[CH:29][CH:28]=2)=[O:25])[CH2:20]1)[C:13]1[CH:18]=[CH:17][CH:16]=[CH:15][CH:14]=1. No catalyst specified. The product is [CH2:12]([C@H:19]1[CH2:23][N:22]([C:7](=[O:8])[CH2:6][CH2:5][C:4]([N:3]([CH3:11])[CH3:2])=[O:10])[C@H:21]([C:24]([NH:26][C:27]2[CH:32]=[CH:31][C:30]([O:33][C:34]3[CH:35]=[CH:36][C:37]([F:40])=[CH:38][CH:39]=3)=[CH:29][CH:28]=2)=[O:25])[CH2:20]1)[C:13]1[CH:14]=[CH:15][CH:16]=[CH:17][CH:18]=1. The yield is 0.200.